Dataset: Forward reaction prediction with 1.9M reactions from USPTO patents (1976-2016). Task: Predict the product of the given reaction. Given the reactants Br[C:2]1[N:6]([S:7]([C:10]2[CH:11]=[N:12][CH:13]=[CH:14][CH:15]=2)(=[O:9])=[O:8])[CH:5]=[C:4]([CH2:16][N:17]([CH3:25])[C:18](=[O:24])[O:19][C:20]([CH3:23])([CH3:22])[CH3:21])[CH:3]=1.[Cl:26][C:27]1[N:32]=[CH:31][C:30](B(O)O)=[CH:29][CH:28]=1.C(=O)([O-])O.[Na+].CO[CH2:43][CH2:44]OC, predict the reaction product. The product is: [Cl:26][C:27]1[N:32]=[CH:31][C:30]([C:44]2[CH:43]=[CH:3][C:4]([C:2]3[N:6]([S:7]([C:10]4[CH:11]=[N:12][CH:13]=[CH:14][CH:15]=4)(=[O:9])=[O:8])[CH:5]=[C:4]([CH2:16][N:17]([CH3:25])[C:18](=[O:24])[O:19][C:20]([CH3:23])([CH3:22])[CH3:21])[CH:3]=3)=[CH:5][N:6]=2)=[CH:29][CH:28]=1.